From a dataset of Forward reaction prediction with 1.9M reactions from USPTO patents (1976-2016). Predict the product of the given reaction. Given the reactants [Cl:1][C:2]1[CH:3]=[N:4][C:5]([N:24]2[CH2:28][CH2:27][CH:26]([O:29][C:30]3[CH:35]=[CH:34][CH:33]=[CH:32][CH:31]=3)[CH2:25]2)=[C:6]([CH:23]=1)[C:7]([NH:9][C:10]1([C:13]2[CH:22]=[CH:21][C:16]([C:17]([O:19]C)=[O:18])=[CH:15][CH:14]=2)[CH2:12][CH2:11]1)=[O:8].[OH-].[Na+], predict the reaction product. The product is: [Cl:1][C:2]1[CH:3]=[N:4][C:5]([N:24]2[CH2:28][CH2:27][CH:26]([O:29][C:30]3[CH:31]=[CH:32][CH:33]=[CH:34][CH:35]=3)[CH2:25]2)=[C:6]([CH:23]=1)[C:7]([NH:9][C:10]1([C:13]2[CH:14]=[CH:15][C:16]([C:17]([OH:19])=[O:18])=[CH:21][CH:22]=2)[CH2:11][CH2:12]1)=[O:8].